This data is from Catalyst prediction with 721,799 reactions and 888 catalyst types from USPTO. The task is: Predict which catalyst facilitates the given reaction. (1) Reactant: [OH:1][C:2]1[CH:7]=[C:6]([OH:8])[CH:5]=[C:4]([OH:9])[C:3]=1[C:10](=[O:12])[CH3:11].[CH2:13](Br)[CH2:14][C:15]([CH3:17])=[CH2:16]. Product: [OH:1][C:2]1[C:7]([CH2:13][CH:14]=[C:15]([CH3:17])[CH3:16])=[C:6]([OH:8])[C:5]([CH2:7][CH:2]=[C:3]([CH3:10])[CH3:4])=[C:4]([OH:9])[C:3]=1[C:10](=[O:12])[CH3:11]. The catalyst class is: 500. (2) Reactant: [S:1]1[CH:5]=[C:4]([CH2:6][C:7]#[N:8])[C:3]2[CH:9]=[CH:10][CH:11]=[CH:12][C:2]1=2.[H-].[H-].[H-].[H-].[Li+].[Al+3]. Product: [S:1]1[CH:5]=[C:4]([CH2:6][CH2:7][NH2:8])[C:3]2[CH:9]=[CH:10][CH:11]=[CH:12][C:2]1=2. The catalyst class is: 332. (3) Reactant: [CH3:1][NH:2][CH2:3][CH2:4][OH:5].C(N(CC)CC)C.[CH3:13][C:14]1([CH3:24])[O:18]/[C:17](=[CH:19]\[C:20](Cl)=[O:21])/[C:16](=[O:23])[O:15]1. Product: [CH3:13][C:14]1([CH3:24])[O:18]/[C:17](=[CH:19]\[C:20]([N:2]([CH2:3][CH2:4][OH:5])[CH3:1])=[O:21])/[C:16](=[O:23])[O:15]1. The catalyst class is: 4. (4) Reactant: [F:1][C:2]1[CH:7]=[C:6]([F:8])[CH:5]=[CH:4][C:3]=1[CH2:9][CH2:10][N:11]1[CH2:16][CH2:15][C:14]([F:27])([S:17]([C:20]2[CH:25]=[CH:24][C:23](F)=[CH:22][CH:21]=2)(=[O:19])=[O:18])[CH2:13][CH2:12]1.[C-:28]#[N:29].[Na+].CS(C)=O. Product: [F:1][C:2]1[CH:7]=[C:6]([F:8])[CH:5]=[CH:4][C:3]=1[CH2:9][CH2:10][N:11]1[CH2:12][CH2:13][C:14]([S:17]([C:20]2[CH:21]=[CH:22][C:23]([C:28]#[N:29])=[CH:24][CH:25]=2)(=[O:19])=[O:18])([F:27])[CH2:15][CH2:16]1. The catalyst class is: 6.